Dataset: Peptide-MHC class I binding affinity with 185,985 pairs from IEDB/IMGT. Task: Regression. Given a peptide amino acid sequence and an MHC pseudo amino acid sequence, predict their binding affinity value. This is MHC class I binding data. (1) The binding affinity (normalized) is 0.682. The MHC is HLA-A02:01 with pseudo-sequence HLA-A02:01. The peptide sequence is ALVLLMLPV. (2) The peptide sequence is TNPYPTGPGT. The binding affinity (normalized) is 0. The MHC is Mamu-B8301 with pseudo-sequence Mamu-B8301. (3) The peptide sequence is CVFKFIVAK. The MHC is HLA-A02:01 with pseudo-sequence HLA-A02:01. The binding affinity (normalized) is 0.0847. (4) The binding affinity (normalized) is 0.421. The peptide sequence is WTTYMDTFFR. The MHC is HLA-A11:01 with pseudo-sequence HLA-A11:01. (5) The peptide sequence is GSLLHGLWPY. The MHC is HLA-A32:01 with pseudo-sequence HLA-A32:01. The binding affinity (normalized) is 0.351. (6) The peptide sequence is FLMAYANQIH. The MHC is HLA-A31:01 with pseudo-sequence HLA-A31:01. The binding affinity (normalized) is 0.399. (7) The peptide sequence is IQTPTKLMNK. The MHC is HLA-A03:01 with pseudo-sequence HLA-A03:01. The binding affinity (normalized) is 0.538. (8) The peptide sequence is APAKKAAPA. The MHC is HLA-B39:01 with pseudo-sequence HLA-B39:01. The binding affinity (normalized) is 0.0847. (9) The peptide sequence is PDIGELFGL. The MHC is HLA-B44:03 with pseudo-sequence HLA-B44:03. The binding affinity (normalized) is 0.